Task: Predict the reaction yield, written as a fraction of the theoretical maximum amount of product (1.0 means a 100% yield; for example, 0.34 means a 34% yield).. Dataset: Reaction yield outcomes from USPTO patents with 853,638 reactions (1) The reactants are F[C:2]1[CH:10]=[CH:9][C:5]([C:6]([OH:8])=[O:7])=[C:4]([NH:11][C:12]2[CH:17]=[CH:16][C:15]([S:18][CH3:19])=[CH:14][C:13]=2[F:20])[C:3]=1[CH:21]=O.O.[NH2:24][NH2:25]. The catalyst is COCCOC. The product is [F:20][C:13]1[CH:14]=[C:15]([S:18][CH3:19])[CH:16]=[CH:17][C:12]=1[NH:11][C:4]1[C:5]([C:6]([OH:8])=[O:7])=[CH:9][CH:10]=[C:2]2[C:3]=1[CH:21]=[N:24][NH:25]2. The yield is 0.820. (2) The reactants are [Cl:1][C:2]1[NH:7][C:6](=[O:8])[CH:5]=[C:4]([Cl:9])[N:3]=1.C([O-])([O-])=O.[K+].[K+].Br[CH2:17][CH2:18][CH2:19][O:20][CH3:21]. The catalyst is CN(C=O)C. The product is [Cl:1][C:2]1[N:7]([CH2:17][CH2:18][CH2:19][O:20][CH3:21])[C:6](=[O:8])[CH:5]=[C:4]([Cl:9])[N:3]=1. The yield is 0.470.